From a dataset of Reaction yield outcomes from USPTO patents with 853,638 reactions. Predict the reaction yield, written as a fraction of the theoretical maximum amount of product (1.0 means a 100% yield; for example, 0.34 means a 34% yield). (1) The reactants are [Cl:1][C:2]1[CH:3]=[C:4]([CH:7]=[CH:8][C:9]=1[CH2:10][NH:11][C:12]1[CH:17]=[CH:16][CH:15]=[CH:14][N:13]=1)[CH:5]=O.[C:18]([O-])([O-])=O.[K+].[K+]. The catalyst is O1CCOCC1.[Br-].C[P+](C1C=CC=CC=1)(C1C=CC=CC=1)C1C=CC=CC=1. The product is [Cl:1][C:2]1[CH:3]=[C:4]([CH:5]=[CH2:18])[CH:7]=[CH:8][C:9]=1[CH2:10][NH:11][C:12]1[CH:17]=[CH:16][CH:15]=[CH:14][N:13]=1. The yield is 0.500. (2) The reactants are C[O:2][C:3]([C:5]1[CH:13]=[C:12]2[C:8]([C:9]([CH:32]3[CH2:37][CH2:36][CH2:35][CH2:34][CH2:33]3)=[C:10]([C:23]3[CH:28]=[CH:27][C:26]([NH2:29])=[C:25]([CH:30]=O)[CH:24]=3)[N:11]2[CH2:14][C:15]([N:17]2[CH2:22][CH2:21][O:20][CH2:19][CH2:18]2)=[O:16])=[CH:7][CH:6]=1)=[O:4].[F:38][C:39]1[CH:44]=[CH:43][C:42]([O:45][CH3:46])=[CH:41][C:40]=1[C:47](=O)[CH3:48]. No catalyst specified. The product is [CH:32]1([C:9]2[C:8]3[C:12](=[CH:13][C:5]([C:3]([OH:4])=[O:2])=[CH:6][CH:7]=3)[N:11]([CH2:14][C:15]([N:17]3[CH2:18][CH2:19][O:20][CH2:21][CH2:22]3)=[O:16])[C:10]=2[C:23]2[CH:24]=[C:25]3[C:26](=[CH:27][CH:28]=2)[N:29]=[C:47]([C:40]2[CH:41]=[C:42]([O:45][CH3:46])[CH:43]=[CH:44][C:39]=2[F:38])[CH:48]=[CH:30]3)[CH2:37][CH2:36][CH2:35][CH2:34][CH2:33]1. The yield is 0.160.